This data is from Reaction yield outcomes from USPTO patents with 853,638 reactions. The task is: Predict the reaction yield, written as a fraction of the theoretical maximum amount of product (1.0 means a 100% yield; for example, 0.34 means a 34% yield). (1) The product is [F:8][C:7]1[C:2]([NH:31][C:29]2[S:30][C:26]([CH3:25])=[CH:27][N:28]=2)=[N:3][C:4]([NH:15][C@H:16]([C:18]2[N:23]=[CH:22][C:21]([F:24])=[CH:20][N:19]=2)[CH3:17])=[N:5][C:6]=1[N:9]1[CH2:14][CH2:13][O:12][CH2:11][CH2:10]1. The reactants are Cl[C:2]1[C:7]([F:8])=[C:6]([N:9]2[CH2:14][CH2:13][O:12][CH2:11][CH2:10]2)[N:5]=[C:4]([NH:15][C@H:16]([C:18]2[N:23]=[CH:22][C:21]([F:24])=[CH:20][N:19]=2)[CH3:17])[N:3]=1.[CH3:25][C:26]1[S:30][C:29]([NH2:31])=[N:28][CH:27]=1.C1C=CC(P(C2C(C3C(P(C4C=CC=CC=4)C4C=CC=CC=4)=CC=C4C=3C=CC=C4)=C3C(C=CC=C3)=CC=2)C2C=CC=CC=2)=CC=1.C([O-])([O-])=O.[Cs+].[Cs+]. The catalyst is O1CCOCC1.C1C=CC(/C=C/C(/C=C/C2C=CC=CC=2)=O)=CC=1.C1C=CC(/C=C/C(/C=C/C2C=CC=CC=2)=O)=CC=1.C1C=CC(/C=C/C(/C=C/C2C=CC=CC=2)=O)=CC=1.[Pd].[Pd]. The yield is 0.520. (2) The reactants are [CH:1]([Mg]Br)=[CH2:2].[Br:5][C:6]1[CH:11]=[CH:10][C:9]([NH:12][C:13]2[C:21]([CH:22]=[O:23])=[C:20]3[N:16]([CH2:17][CH2:18][CH2:19]3)[C:15](=[O:24])[C:14]=2[F:25])=[C:8]([F:26])[CH:7]=1. The catalyst is C1COCC1. The product is [Br:5][C:6]1[CH:11]=[CH:10][C:9]([NH:12][C:13]2[C:21]([CH:22]([OH:23])[CH:1]=[CH2:2])=[C:20]3[N:16]([CH2:17][CH2:18][CH2:19]3)[C:15](=[O:24])[C:14]=2[F:25])=[C:8]([F:26])[CH:7]=1. The yield is 0.0900.